This data is from Forward reaction prediction with 1.9M reactions from USPTO patents (1976-2016). The task is: Predict the product of the given reaction. (1) Given the reactants Br[C:2]1[CH:3]=[CH:4][C:5]([N:10]2[CH:14]=[C:13]([CH3:15])[N:12]=[CH:11]2)=[C:6]([CH:9]=1)[C:7]#[N:8].[Cl:16][C:17]1[CH:18]=[C:19]([CH:27]=[CH:28][CH:29]=1)[CH2:20][N:21]1[CH:25]=[N:24][C:23]([NH2:26])=[N:22]1, predict the reaction product. The product is: [Cl:16][C:17]1[CH:18]=[C:19]([CH:27]=[CH:28][CH:29]=1)[CH2:20][N:21]1[CH:25]=[N:24][C:23]([NH:26][C:2]2[CH:3]=[CH:4][C:5]([N:10]3[CH:14]=[C:13]([CH3:15])[N:12]=[CH:11]3)=[C:6]([CH:9]=2)[C:7]#[N:8])=[N:22]1. (2) Given the reactants Br[C:2]1[C:10]2[C:5](=[CH:6][CH:7]=[C:8]([C:11]#[N:12])[CH:9]=2)[N:4]([CH:13]2[CH2:18][CH2:17][CH2:16][CH2:15][O:14]2)[N:3]=1.[CH3:19][O:20][C:21]1[CH:22]=[C:23](B(O)O)[CH:24]=[CH:25][CH:26]=1.ClCCl.P([O-])([O-])([O-])=O.[K+].[K+].[K+], predict the reaction product. The product is: [CH3:19][O:20][C:21]1[CH:26]=[C:25]([C:2]2[C:10]3[C:5](=[CH:6][CH:7]=[C:8]([C:11]#[N:12])[CH:9]=3)[N:4]([CH:13]3[CH2:18][CH2:17][CH2:16][CH2:15][O:14]3)[N:3]=2)[CH:24]=[CH:23][CH:22]=1. (3) Given the reactants [NH2:1][C:2]1[CH:7]=[CH:6][C:5]([N:8]2[CH:13]=[CH:12][C:11]([O:14][CH2:15][C:16]3[CH:21]=[CH:20][C:19]([F:22])=[CH:18][CH:17]=3)=[CH:10][C:9]2=[O:23])=[CH:4][C:3]=1[NH:24][CH3:25].[C:26]([C:28]1([C:31](O)=O)[CH2:30][CH2:29]1)#[N:27].C(N(CC)C(C)C)(C)C.CN(C(ON1N=NC2C=CC=NC1=2)=[N+](C)C)C.F[P-](F)(F)(F)(F)F, predict the reaction product. The product is: [F:22][C:19]1[CH:18]=[CH:17][C:16]([CH2:15][O:14][C:11]2[CH:12]=[CH:13][N:8]([C:5]3[CH:6]=[CH:7][C:2]4[N:1]=[C:31]([C:28]5([C:26]#[N:27])[CH2:29][CH2:30]5)[N:24]([CH3:25])[C:3]=4[CH:4]=3)[C:9](=[O:23])[CH:10]=2)=[CH:21][CH:20]=1. (4) The product is: [Br:12][C:7]1[CH:6]=[C:5]2[C:10](=[CH:9][CH:8]=1)[N:1]=[C:2]([OH:11])[CH:3]=[N:4]2. Given the reactants [N:1]1[C:10]2[C:5](=[CH:6][CH:7]=[CH:8][CH:9]=2)[N:4]=[CH:3][C:2]=1[OH:11].[Br:12]Br, predict the reaction product. (5) Given the reactants Br[CH2:2][CH2:3][CH2:4][CH2:5][O:6][C:7]1[CH:8]=[CH:9][C:10]2[C:14]([C:15]3[CH:20]=[CH:19][C:18]([F:21])=[CH:17][CH:16]=3)=[CH:13][S:12][C:11]=2[CH:22]=1.[CH3:23][O:24][CH2:25][CH2:26][NH:27][CH2:28][CH2:29][O:30][CH3:31], predict the reaction product. The product is: [F:21][C:18]1[CH:19]=[CH:20][C:15]([C:14]2[C:10]3[CH:9]=[CH:8][C:7]([O:6][CH2:5][CH2:4][CH2:3][CH2:2][N:27]([CH2:28][CH2:29][O:30][CH3:31])[CH2:26][CH2:25][O:24][CH3:23])=[CH:22][C:11]=3[S:12][CH:13]=2)=[CH:16][CH:17]=1. (6) Given the reactants F[C:2]1[CH:9]=[CH:8][C:7]([CH:10]=[O:11])=[CH:6][C:3]=1[C:4]#[N:5].[F:12][C:13]1[CH:14]=[C:15]([OH:20])[CH:16]=[CH:17][C:18]=1[F:19], predict the reaction product. The product is: [F:12][C:13]1[CH:14]=[C:15]([CH:16]=[CH:17][C:18]=1[F:19])[O:20][C:2]1[CH:9]=[CH:8][C:7]([CH:10]=[O:11])=[CH:6][C:3]=1[C:4]#[N:5].